This data is from NCI-60 drug combinations with 297,098 pairs across 59 cell lines. The task is: Regression. Given two drug SMILES strings and cell line genomic features, predict the synergy score measuring deviation from expected non-interaction effect. (1) Drug 1: C1=NC(=NC(=O)N1C2C(C(C(O2)CO)O)O)N. Drug 2: C1CN1C2=NC(=NC(=N2)N3CC3)N4CC4. Cell line: SNB-75. Synergy scores: CSS=22.5, Synergy_ZIP=-0.326, Synergy_Bliss=2.09, Synergy_Loewe=-0.472, Synergy_HSA=3.93. (2) Drug 1: CCCS(=O)(=O)NC1=C(C(=C(C=C1)F)C(=O)C2=CNC3=C2C=C(C=N3)C4=CC=C(C=C4)Cl)F. Drug 2: CC1=C(C(=CC=C1)Cl)NC(=O)C2=CN=C(S2)NC3=CC(=NC(=N3)C)N4CCN(CC4)CCO. Cell line: ACHN. Synergy scores: CSS=36.9, Synergy_ZIP=10.3, Synergy_Bliss=16.4, Synergy_Loewe=14.7, Synergy_HSA=17.1. (3) Drug 1: CCCCCOC(=O)NC1=NC(=O)N(C=C1F)C2C(C(C(O2)C)O)O. Drug 2: CN(C(=O)NC(C=O)C(C(C(CO)O)O)O)N=O. Cell line: MDA-MB-231. Synergy scores: CSS=5.46, Synergy_ZIP=-1.94, Synergy_Bliss=-0.906, Synergy_Loewe=-0.496, Synergy_HSA=-0.664. (4) Drug 1: C#CCC(CC1=CN=C2C(=N1)C(=NC(=N2)N)N)C3=CC=C(C=C3)C(=O)NC(CCC(=O)O)C(=O)O. Drug 2: COCCOC1=C(C=C2C(=C1)C(=NC=N2)NC3=CC=CC(=C3)C#C)OCCOC.Cl. Cell line: NCI-H522. Synergy scores: CSS=5.22, Synergy_ZIP=1.21, Synergy_Bliss=4.23, Synergy_Loewe=5.22, Synergy_HSA=5.09. (5) Drug 1: CN(C(=O)NC(C=O)C(C(C(CO)O)O)O)N=O. Drug 2: CC1C(C(CC(O1)OC2CC(CC3=C2C(=C4C(=C3O)C(=O)C5=C(C4=O)C(=CC=C5)OC)O)(C(=O)CO)O)N)O.Cl. Cell line: M14. Synergy scores: CSS=49.4, Synergy_ZIP=-3.15, Synergy_Bliss=-2.03, Synergy_Loewe=-1.06, Synergy_HSA=0.339. (6) Drug 1: CC12CCC3C(C1CCC2=O)CC(=C)C4=CC(=O)C=CC34C. Drug 2: C1CCC(CC1)NC(=O)N(CCCl)N=O. Cell line: CCRF-CEM. Synergy scores: CSS=81.3, Synergy_ZIP=2.18, Synergy_Bliss=2.87, Synergy_Loewe=3.29, Synergy_HSA=3.29.